From a dataset of Forward reaction prediction with 1.9M reactions from USPTO patents (1976-2016). Predict the product of the given reaction. (1) Given the reactants Cl.[CH3:2][O:3][NH:4][CH3:5].C[Al](C)C.[C:10]([N:17]1[CH2:22][CH2:21][N:20]([CH2:23][C:24]([O:26]CC)=O)[CH2:19][CH2:18]1)([O:12][C:13]([CH3:16])([CH3:15])[CH3:14])=[O:11], predict the reaction product. The product is: [CH3:2][O:3][N:4]([CH3:5])[C:24](=[O:26])[CH2:23][N:20]1[CH2:19][CH2:18][N:17]([C:10]([O:12][C:13]([CH3:14])([CH3:15])[CH3:16])=[O:11])[CH2:22][CH2:21]1. (2) Given the reactants [C:1]([O:5][C@@H:6]([C:11]1[C:40]([CH3:41])=[C:39]([CH2:42][CH3:43])[C:38]2=[N:44][C:35]3=[CH:36][N:37]2[C:12]=1[N:13]1[CH2:50][CH2:49][C:16]([CH3:51])([O:17][CH2:18][CH2:19][CH2:20][CH2:21][C@H:22]([CH3:48])[O:23][C:24]2[CH:25]=[C:26]([F:47])[C:27]([F:46])=[CH:28][C:29]=2[C:30]2[CH:45]=[C:34]3[CH:33]=[CH:32][CH:31]=2)[CH2:15][CH2:14]1)[C:7]([O:9]C)=[O:8])([CH3:4])([CH3:3])[CH3:2].C(O[C@@H](C1C(C)=CC2=NC3=C(Cl)N2C=1N1CCC(C)(OCCCC[C@H](C)OC2C=CC(C)=CC=2C2C=C3C=CC=2)CC1)C(O)=O)(C)(C)C, predict the reaction product. The product is: [C:1]([O:5][C@@H:6]([C:11]1[C:40]([CH3:41])=[C:39]([CH2:42][CH3:43])[C:38]2=[N:44][C:35]3=[CH:36][N:37]2[C:12]=1[N:13]1[CH2:14][CH2:15][C:16]([CH3:51])([O:17][CH2:18][CH2:19][CH2:20][CH2:21][C@H:22]([CH3:48])[O:23][C:24]2[CH:25]=[C:26]([F:47])[C:27]([F:46])=[CH:28][C:29]=2[C:30]2[CH:45]=[C:34]3[CH:33]=[CH:32][CH:31]=2)[CH2:49][CH2:50]1)[C:7]([OH:9])=[O:8])([CH3:2])([CH3:3])[CH3:4]. (3) Given the reactants Cl[C:2]1[N:3]=[C:4]([O:29][CH:30]2[CH2:33][CH2:32][CH2:31]2)[C:5]2[C:10]([C:11]3[CH:20]=[CH:19][C:14]([C:15]([NH:17][CH3:18])=[O:16])=[CH:13][CH:12]=3)=[CH:9][N:8]([CH2:21][O:22][CH2:23][CH2:24][Si:25]([CH3:28])([CH3:27])[CH3:26])[C:6]=2[N:7]=1.[NH2:34][C:35]1[CH:47]=[CH:46][C:38]([C:39]([NH:41][CH:42]2[CH2:45][O:44][CH2:43]2)=[O:40])=[CH:37][C:36]=1[O:48][CH3:49].C(=O)([O-])[O-].[Cs+].[Cs+].C1(P(C2C=CC=CC=2)C2C=CC3C(=CC=CC=3)C=2C2C3C(=CC=CC=3)C=CC=2P(C2C=CC=CC=2)C2C=CC=CC=2)C=CC=CC=1, predict the reaction product. The product is: [CH:30]1([O:29][C:4]2[C:5]3[C:10]([C:11]4[CH:20]=[CH:19][C:14]([C:15](=[O:16])[NH:17][CH3:18])=[CH:13][CH:12]=4)=[CH:9][N:8]([CH2:21][O:22][CH2:23][CH2:24][Si:25]([CH3:28])([CH3:27])[CH3:26])[C:6]=3[N:7]=[C:2]([NH:34][C:35]3[CH:47]=[CH:46][C:38]([C:39]([NH:41][CH:42]4[CH2:43][O:44][CH2:45]4)=[O:40])=[CH:37][C:36]=3[O:48][CH3:49])[N:3]=2)[CH2:33][CH2:32][CH2:31]1.